Dataset: Forward reaction prediction with 1.9M reactions from USPTO patents (1976-2016). Task: Predict the product of the given reaction. (1) Given the reactants C(N(CC)CC)C.[F:8][C:9]1[CH:10]=[CH:11][CH:12]=[C:13]2[C:17]=1[N:16](C(OC(C)(C)C)=O)[CH:15]=[C:14]2[CH:25]=[O:26].[CH3:27][O:28][C:29]1[CH:30]=[C:31]([CH:40]=[CH:41][CH:42]=1)[N:32]=[CH:33][C:34]1[CH:35]=[N:36][CH:37]=[CH:38][CH:39]=1, predict the reaction product. The product is: [F:8][C:9]1[CH:10]=[CH:11][CH:12]=[C:13]2[C:17]=1[NH:16][CH:15]=[C:14]2[C:25](=[O:26])[CH:33]([NH:32][C:31]1[CH:40]=[CH:41][CH:42]=[C:29]([O:28][CH3:27])[CH:30]=1)[C:34]1[CH:35]=[N:36][CH:37]=[CH:38][CH:39]=1. (2) Given the reactants [NH2:1][C:2]1[CH:7]=[CH:6][CH:5]=[CH:4][C:3]=1[SH:8].O=[CH:10][C:11]1[CH:19]=[CH:18][CH:17]=[C:14]([O:15][CH3:16])[C:12]=1[OH:13].OO.Cl, predict the reaction product. The product is: [OH:13][C:12]1[C:14]([O:15][CH3:16])=[CH:17][CH:18]=[CH:19][C:11]=1[C:10]1[S:8][C:3]2[CH:4]=[CH:5][CH:6]=[CH:7][C:2]=2[N:1]=1. (3) Given the reactants [Cl:1]N1C(=O)CCC1=O.[CH:9]1([N:12]([CH2:20][C:21]2[CH:26]=[CH:25][C:24]([O:27][CH3:28])=[C:23]([O:29][CH2:30][CH2:31][CH2:32][O:33][CH3:34])[CH:22]=2)[C:13](=[O:19])[O:14][C:15]([CH3:18])([CH3:17])[CH3:16])[CH2:11][CH2:10]1, predict the reaction product. The product is: [Cl:1][C:26]1[CH:25]=[C:24]([O:27][CH3:28])[C:23]([O:29][CH2:30][CH2:31][CH2:32][O:33][CH3:34])=[CH:22][C:21]=1[CH2:20][N:12]([CH:9]1[CH2:11][CH2:10]1)[C:13](=[O:19])[O:14][C:15]([CH3:17])([CH3:18])[CH3:16]. (4) Given the reactants [CH3:1][C:2]1[CH:6]=[C:5]([C:7]([OH:9])=O)[NH:4][N:3]=1.Cl.[Cl:11][C:12]1[CH:13]=[C:14]([C:19]2[O:23][C:22]([CH2:24][CH2:25][NH2:26])=[CH:21][CH:20]=2)[CH:15]=[CH:16][C:17]=1[Cl:18], predict the reaction product. The product is: [Cl:11][C:12]1[CH:13]=[C:14]([C:19]2[O:23][C:22]([CH2:24][CH2:25][NH:26][C:7]([C:5]3[NH:4][N:3]=[C:2]([CH3:1])[CH:6]=3)=[O:9])=[CH:21][CH:20]=2)[CH:15]=[CH:16][C:17]=1[Cl:18]. (5) Given the reactants [CH3:1][O:2][C:3]([C:5]1[N:6]=[C:7]2[C:22](I)=[CH:21][C:20]([N:24]3[CH2:29][CH2:28][O:27][CH2:26][CH2:25]3)=[CH:19][N:8]2[C:9](=[O:18])[C:10]=1[CH2:11][C:12]1[CH:17]=[CH:16][CH:15]=[CH:14][CH:13]=1)=[O:4].[CH:30]([O:32][CH2:33][CH2:34][CH2:35][CH3:36])=[CH2:31].N#N.O, predict the reaction product. The product is: [CH3:1][O:2][C:3]([C:5]1[N:6]=[C:7]2[C:22]([C:30]([O:32][CH2:33][CH2:34][CH2:35][CH3:36])=[CH2:31])=[CH:21][C:20]([N:24]3[CH2:29][CH2:28][O:27][CH2:26][CH2:25]3)=[CH:19][N:8]2[C:9](=[O:18])[C:10]=1[CH2:11][C:12]1[CH:17]=[CH:16][CH:15]=[CH:14][CH:13]=1)=[O:4].